This data is from Full USPTO retrosynthesis dataset with 1.9M reactions from patents (1976-2016). The task is: Predict the reactants needed to synthesize the given product. The reactants are: [CH2:1]([O:3][C:4]([C:6]1[C:7]2[S:15][CH:14]=[C:13]([CH2:16]Br)[C:8]=2[C:9]([Cl:12])=[N:10][CH:11]=1)=[O:5])[CH3:2].[F:18][C:19]1[CH:24]=[C:23]([Br:25])[CH:22]=[C:21]([F:26])[C:20]=1[OH:27].C(=O)([O-])[O-].[K+].[K+]. Given the product [CH2:1]([O:3][C:4]([C:6]1[C:7]2[S:15][CH:14]=[C:13]([CH2:16][O:27][C:20]3[C:19]([F:18])=[CH:24][C:23]([Br:25])=[CH:22][C:21]=3[F:26])[C:8]=2[C:9]([Cl:12])=[N:10][CH:11]=1)=[O:5])[CH3:2], predict the reactants needed to synthesize it.